This data is from Catalyst prediction with 721,799 reactions and 888 catalyst types from USPTO. The task is: Predict which catalyst facilitates the given reaction. (1) Reactant: C(O[O:4][CH2:5][CH:6]1[C:11]([CH3:12])=[C:10]([CH2:13][C:14]2[CH:19]=[CH:18][C:17]([O:20][CH2:21][CH2:22][N:23]3[CH2:28][CH2:27][CH2:26][CH2:25][CH2:24]3)=[CH:16][CH:15]=2)[C:9](OS(C(F)(F)F)(=O)=O)=[CH:8][CH2:7]1)C.[O-]P([O-])([O-])=O.[K+].[K+].[K+].[CH3:45][O:46][C:47]1[CH:52]=[CH:51][C:50](B(O)O)=[CH:49][CH:48]=1.[O:56]1CCO[CH2:58][CH2:57]1. Product: [CH2:57]([O:56][C:5]([CH:6]1[CH:11]([CH3:12])[CH:10]([CH2:13][C:14]2[CH:19]=[CH:18][C:17]([O:20][CH2:21][CH2:22][N:23]3[CH2:28][CH2:27][CH2:26][CH2:25][CH2:24]3)=[CH:16][CH:15]=2)[C:9]([C:50]2[CH:51]=[CH:52][C:47]([O:46][CH3:45])=[CH:48][CH:49]=2)=[CH:8][CH2:7]1)=[O:4])[CH3:58]. The catalyst class is: 73. (2) Reactant: [CH3:1][N:2]([CH3:15])[C:3]([N:5]1[CH2:9][CH:8]2[CH2:10][CH:11]([C:13]#[N:14])[CH2:12][CH:7]2[CH2:6]1)=[O:4].[CH2:16](Cl)[C:17]1[CH:22]=[CH:21][CH:20]=[CH:19][CH:18]=1.C[Si](C)(C)[N-][Si](C)(C)C.[Li+]. Product: [CH3:1][N:2]([CH3:15])[C:3]([N:5]1[CH2:9][CH:8]2[CH2:10][C:11]([CH2:16][C:17]3[CH:22]=[CH:21][CH:20]=[CH:19][CH:18]=3)([C:13]#[N:14])[CH2:12][CH:7]2[CH2:6]1)=[O:4]. The catalyst class is: 7. (3) Reactant: OC(C)(C)C[O:4][C@H:5]1[CH2:10][CH2:9][C@H:8]([N:11]2[C:16](=[O:17])[C:15]([CH2:18][C:19]3[CH:24]=[CH:23][C:22]([C:25]4[C:26]([C:31]#[N:32])=[CH:27][CH:28]=[CH:29][CH:30]=4)=[CH:21][CH:20]=3)=[C:14]([CH2:33][CH2:34][CH3:35])[N:13]3[N:36]=[C:37]([CH3:39])[N:38]=[C:12]23)[CH2:7][CH2:6]1.[CH2:47]([Sn](=O)[CH2:47][CH2:48][CH2:49][CH3:50])[CH2:48][CH2:49][CH3:50].[N:52]([Si](C)(C)C)=[N+:53]=[N-:54].[F-].C([N+](CC[CH2:75][CH3:76])(CCCC)CCCC)CCC.Cl.C(OCC)(=[O:80])C. The catalyst class is: 207. Product: [CH2:75]([C:48]([OH:80])([CH2:49][CH3:50])[CH2:47][O:4][C@H:5]1[CH2:6][CH2:7][C@H:8]([N:11]2[C:16](=[O:17])[C:15]([CH2:18][C:19]3[CH:24]=[CH:23][C:22]([C:25]4[CH:30]=[CH:29][CH:28]=[CH:27][C:26]=4[C:31]4[NH:32][N:54]=[N:53][N:52]=4)=[CH:21][CH:20]=3)=[C:14]([CH2:33][CH2:34][CH3:35])[N:13]3[N:36]=[C:37]([CH3:39])[N:38]=[C:12]23)[CH2:9][CH2:10]1)[CH3:76]. (4) Reactant: COC[N:4]1[C:12]2[C:7](=[CH:8][CH:9]=[CH:10][C:11]=2[N:13]([CH3:22])[S:14]([C:17]2[S:18][CH:19]=[CH:20][CH:21]=2)(=[O:16])=[O:15])[CH:6]=[C:5]1[C:23]([O:25][CH2:26][CH3:27])=[O:24].Cl.C(O)C. Product: [CH3:22][N:13]([S:14]([C:17]1[S:18][CH:19]=[CH:20][CH:21]=1)(=[O:15])=[O:16])[C:11]1[CH:10]=[CH:9][CH:8]=[C:7]2[C:12]=1[NH:4][C:5]([C:23]([O:25][CH2:26][CH3:27])=[O:24])=[CH:6]2. The catalyst class is: 6.